This data is from Reaction yield outcomes from USPTO patents with 853,638 reactions. The task is: Predict the reaction yield, written as a fraction of the theoretical maximum amount of product (1.0 means a 100% yield; for example, 0.34 means a 34% yield). The reactants are C1(C)C=CC=CC=1OP(OC1C=CC=CC=1C)OC1C=CC=CC=1C.C(N(CC)CC)C.[NH2:33][C:34]1[N:39]=[C:38]([C:40]([O:42][CH3:43])=[O:41])[CH:37]=[CH:36][C:35]=1Br.[C:45]([O:49][CH2:50][CH3:51])(=[O:48])[CH:46]=[CH2:47]. The catalyst is CN(C=O)C.C([O-])(=O)C.[Pd+2].C([O-])(=O)C. The product is [NH2:33][C:34]1[N:39]=[C:38]([C:40]([O:42][CH3:43])=[O:41])[CH:37]=[CH:36][C:35]=1/[CH:47]=[CH:46]/[C:45]([O:49][CH2:50][CH3:51])=[O:48]. The yield is 0.310.